Dataset: Forward reaction prediction with 1.9M reactions from USPTO patents (1976-2016). Task: Predict the product of the given reaction. (1) Given the reactants Cl.Cl.[CH2:3]([O:5][C:6](=[O:14])[CH2:7][N:8]1[CH2:12][CH2:11][C@@H:10]([NH2:13])[CH2:9]1)[CH3:4].[Cl:15][C:16]1[CH:24]=[CH:23][C:19]([C:20](O)=[O:21])=[CH:18][CH:17]=1, predict the reaction product. The product is: [CH2:3]([O:5][C:6](=[O:14])[CH2:7][N:8]1[CH2:12][CH2:11][C@@H:10]([NH:13][C:20](=[O:21])[C:19]2[CH:23]=[CH:24][C:16]([Cl:15])=[CH:17][CH:18]=2)[CH2:9]1)[CH3:4]. (2) Given the reactants [F:1][C:2]1[CH:3]=[C:4]([CH:37]=[C:38]([F:41])[C:39]=1[F:40])[O:5][CH:6]([CH2:12][C:13]1[CH:18]=[CH:17][C:16]([O:19][CH2:20][CH2:21][NH:22][C:23](=[O:36])[C:24]2[CH:29]=[CH:28][C:27]([C:30]3[CH:35]=[CH:34][CH:33]=[CH:32][N:31]=3)=[CH:26][CH:25]=2)=[CH:15][CH:14]=1)[C:7]([O:9]CC)=[O:8].[OH-].[Na+], predict the reaction product. The product is: [F:41][C:38]1[CH:37]=[C:4]([CH:3]=[C:2]([F:1])[C:39]=1[F:40])[O:5][CH:6]([CH2:12][C:13]1[CH:18]=[CH:17][C:16]([O:19][CH2:20][CH2:21][NH:22][C:23](=[O:36])[C:24]2[CH:29]=[CH:28][C:27]([C:30]3[CH:35]=[CH:34][CH:33]=[CH:32][N:31]=3)=[CH:26][CH:25]=2)=[CH:15][CH:14]=1)[C:7]([OH:9])=[O:8]. (3) Given the reactants [CH3:1][Mg+].[Br-].[F:4][CH:5]([F:28])[O:6][C:7]1[CH:12]=[CH:11][CH:10]=[CH:9][C:8]=1[N:13]1[CH:18]=[C:17]([O:19][CH3:20])[C:16](=[O:21])[C:15]([C:22](N(OC)C)=[O:23])=[N:14]1, predict the reaction product. The product is: [C:22]([C:15]1[C:16](=[O:21])[C:17]([O:19][CH3:20])=[CH:18][N:13]([C:8]2[CH:9]=[CH:10][CH:11]=[CH:12][C:7]=2[O:6][CH:5]([F:4])[F:28])[N:14]=1)(=[O:23])[CH3:1]. (4) Given the reactants I[C:2]1[CH:11]=[CH:10][C:5]2[N:6]=[C:7]([CH3:9])[S:8][C:4]=2[CH:3]=1.[C:12](#[N:15])[CH:13]=[CH2:14].CC([O-])=O.[Na+].CC1C=CC=CC=1P(C1C=CC=CC=1C)C1C=CC=CC=1C, predict the reaction product. The product is: [CH3:9][C:7]1[S:8][C:4]2[CH:3]=[C:2]([CH:14]=[CH:13][C:12]#[N:15])[CH:11]=[CH:10][C:5]=2[N:6]=1. (5) Given the reactants [O:1]1[C:5]2[CH:6]=[CH:7][C:8]([C:10]3([C:13]([NH:15][C:16]4[CH:21]=[CH:20][C:19]([CH3:22])=[C:18](Br)[CH:17]=4)=[O:14])[CH2:12][CH2:11]3)=[CH:9][C:4]=2[O:3][CH2:2]1.[OH:24][CH2:25][C:26]1[CH:31]=[CH:30][C:29](B(O)O)=[CH:28][CH:27]=1.C([O-])([O-])=O.[K+].[K+], predict the reaction product. The product is: [O:1]1[C:5]2[CH:6]=[CH:7][C:8]([C:10]3([C:13]([NH:15][C:16]4[CH:17]=[C:18]([C:29]5[CH:30]=[CH:31][C:26]([CH2:25][OH:24])=[CH:27][CH:28]=5)[C:19]([CH3:22])=[CH:20][CH:21]=4)=[O:14])[CH2:12][CH2:11]3)=[CH:9][C:4]=2[O:3][CH2:2]1. (6) Given the reactants C([Si](C)(C)[O:6][C@@H:7]([CH3:35])[C@@H:8]([NH:22][C:23]1[CH:30]=[CH:29][C:26]([C:27]#[N:28])=[C:25]([C:31]([F:34])([F:33])[F:32])[CH:24]=1)[C:9]1[O:10][C:11]([C:14]2[CH:19]=[CH:18][C:17]([C:20]#[N:21])=[CH:16][CH:15]=2)=[N:12][N:13]=1)(C)(C)C.CCCC[N+](CCCC)(CCCC)CCCC.[F-], predict the reaction product. The product is: [C:20]([C:17]1[CH:16]=[CH:15][C:14]([C:11]2[O:10][C:9]([C@H:8]([NH:22][C:23]3[CH:30]=[CH:29][C:26]([C:27]#[N:28])=[C:25]([C:31]([F:32])([F:34])[F:33])[CH:24]=3)[C@@H:7]([OH:6])[CH3:35])=[N:13][N:12]=2)=[CH:19][CH:18]=1)#[N:21]. (7) Given the reactants Br[C:2]1[CH:7]=[C:6]([C:8]([OH:10])=[O:9])[CH:5]=[CH:4][N:3]=1.[C:11]1(B(O)O)[CH:16]=[CH:15][CH:14]=[CH:13][CH:12]=1.C([O-])([O-])=O.[K+].[K+].Cl, predict the reaction product. The product is: [C:11]1([C:2]2[CH:7]=[C:6]([C:8]([OH:10])=[O:9])[CH:5]=[CH:4][N:3]=2)[CH:16]=[CH:15][CH:14]=[CH:13][CH:12]=1. (8) Given the reactants [CH2:1]([O:4][C:5]1[CH:10]=[CH:9][C:8]([C:11](=[N:16][O:17][CH2:18][CH3:19])[CH2:12][C:13]([OH:15])=O)=[CH:7][CH:6]=1)[CH:2]=[CH2:3].[NH2:20][C:21](=[N:24][C:25](=[O:31])[O:26][C:27]([CH3:30])([CH3:29])[CH3:28])[S:22][CH3:23], predict the reaction product. The product is: [CH2:1]([O:4][C:5]1[CH:6]=[CH:7][C:8]([C:11](=[N:16][O:17][CH2:18][CH3:19])[CH2:12][C:13](=[O:15])[NH:20][C:21](=[N:24][C:25](=[O:31])[O:26][C:27]([CH3:29])([CH3:28])[CH3:30])[S:22][CH3:23])=[CH:9][CH:10]=1)[CH:2]=[CH2:3].